From a dataset of Full USPTO retrosynthesis dataset with 1.9M reactions from patents (1976-2016). Predict the reactants needed to synthesize the given product. (1) Given the product [Cl:13][C:14]1[CH:19]=[CH:18][C:17]([S:20]([NH:1][CH:2]2[CH2:5][O:6][C:24]([CH3:28])([CH3:25])[O:4][CH2:3]2)(=[O:22])=[O:21])=[CH:16][CH:15]=1, predict the reactants needed to synthesize it. The reactants are: [NH2:1][CH:2]([CH2:5][OH:6])[CH2:3][OH:4].C(=O)([O-])[O-].[K+].[K+].[Cl:13][C:14]1[CH:19]=[CH:18][C:17]([S:20](Cl)(=[O:22])=[O:21])=[CH:16][CH:15]=1.[CH2:24]1[CH2:28]OC[CH2:25]1. (2) Given the product [CH2:53]([N:56]([CH2:60][C:61]1[CH:66]=[CH:65][C:64]([NH:67][C:25]([C:18]2[C:19]3[C:24](=[CH:23][CH:22]=[CH:21][CH:20]=3)[C:15]([CH2:14][N:7]([CH2:6][C:2]3[NH:3][CH:4]=[CH:5][N:1]=3)[CH2:8][C:9]3[NH:13][CH:12]=[CH:11][N:10]=3)=[CH:16][CH:17]=2)=[O:27])=[CH:63][CH:62]=1)[CH2:57][CH2:58][CH3:59])[CH2:54][CH3:55], predict the reactants needed to synthesize it. The reactants are: [NH:1]1[CH:5]=[CH:4][N:3]=[C:2]1[CH2:6][N:7]([CH2:14][C:15]1[C:24]2[C:19](=[CH:20][CH:21]=[CH:22][CH:23]=2)[C:18]([C:25]([OH:27])=O)=[CH:17][CH:16]=1)[CH2:8][C:9]1[NH:10][CH:11]=[CH:12][N:13]=1.C1CCC(N=C=NC2CCCCC2)CC1.C1C=CC2N(O)N=NC=2C=1.[CH2:53]([N:56]([CH2:60][C:61]1[CH:66]=[CH:65][C:64]([NH2:67])=[CH:63][CH:62]=1)[CH2:57][CH2:58][CH3:59])[CH2:54][CH3:55]. (3) The reactants are: [C:1]([O:5][C:6]([N:8]1[CH2:12][CH2:11][CH2:10][C@H:9]1[CH:13]([O:22][C:23]1[CH:24]=[C:25]2[C:29](=[CH:30][CH:31]=1)[NH:28][C:27]([CH2:32][C:33]([C:36]([O:38]CC)=[O:37])([CH3:35])[CH3:34])=[C:26]2[S:41][C:42]([CH3:45])([CH3:44])[CH3:43])[CH2:14][C:15]1[CH:20]=[CH:19][C:18]([Cl:21])=[CH:17][CH:16]=1)=[O:7])([CH3:4])([CH3:3])[CH3:2].C1COCC1.[OH-].[Li+].C(O)(=O)CC(CC(O)=O)(C(O)=O)O. Given the product [C:1]([O:5][C:6]([N:8]1[CH2:12][CH2:11][CH2:10][C@H:9]1[CH:13]([O:22][C:23]1[CH:24]=[C:25]2[C:29](=[CH:30][CH:31]=1)[NH:28][C:27]([CH2:32][C:33]([C:36]([OH:38])=[O:37])([CH3:34])[CH3:35])=[C:26]2[S:41][C:42]([CH3:45])([CH3:44])[CH3:43])[CH2:14][C:15]1[CH:20]=[CH:19][C:18]([Cl:21])=[CH:17][CH:16]=1)=[O:7])([CH3:2])([CH3:3])[CH3:4], predict the reactants needed to synthesize it. (4) Given the product [Cl:20][C:18]1[CH:17]=[CH:16][C:15]([C:21]([NH:23][C@@H:24]([CH:29]2[CH2:34][CH2:33][CH2:32][CH2:31][CH2:30]2)[C:25]([O:27][CH3:28])=[O:26])=[O:22])=[C:14]([NH:13][C:11]([NH:10][C:3]2[C:2]([CH3:1])=[CH:7][C:6]([CH3:8])=[CH:5][C:4]=2[CH3:9])=[O:12])[CH:19]=1, predict the reactants needed to synthesize it. The reactants are: [CH3:1][C:2]1[CH:7]=[C:6]([CH3:8])[CH:5]=[C:4]([CH3:9])[C:3]=1[N:10]=[C:11]=[O:12].[NH2:13][C:14]1[CH:19]=[C:18]([Cl:20])[CH:17]=[CH:16][C:15]=1[C:21]([NH:23][C@@H:24]([CH:29]1[CH2:34][CH2:33][CH2:32][CH2:31][CH2:30]1)[C:25]([O:27][CH3:28])=[O:26])=[O:22].CCCCCC.C(OCC)(=O)C.